From a dataset of Forward reaction prediction with 1.9M reactions from USPTO patents (1976-2016). Predict the product of the given reaction. (1) Given the reactants [F:1][C:2]1[CH:14]=[CH:13][C:5]([CH2:6][N:7]2[CH2:12][CH2:11][CH2:10][CH2:9][CH2:8]2)=[CH:4][CH:3]=1.C[Si]([N-][Si](C)(C)C)(C)C.[Li+].[C:25]1([S:31](OC)=[O:32])[CH:30]=[CH:29][CH:28]=[CH:27][CH:26]=1.C1C[O:38]CC1, predict the reaction product. The product is: [F:1][C:2]1[CH:14]=[CH:13][C:5]([CH2:6][N:7]2[CH2:12][CH2:11][CH2:10][CH:9]([S:31]([C:25]3[CH:30]=[CH:29][CH:28]=[CH:27][CH:26]=3)=[O:32])[C:8]2=[O:38])=[CH:4][CH:3]=1. (2) The product is: [F:1][C:2]([F:17])([F:18])[C:3]1[CH:4]=[CH:5][C:6](/[C:9](/[CH3:16])=[CH:10]/[C:11]([OH:13])=[O:12])=[CH:7][CH:8]=1. Given the reactants [F:1][C:2]([F:18])([F:17])[C:3]1[CH:8]=[CH:7][C:6](/[C:9](/[CH3:16])=[CH:10]/[C:11]([O:13]CC)=[O:12])=[CH:5][CH:4]=1.[OH-].[Na+].Cl, predict the reaction product. (3) Given the reactants [F:1][C:2]([F:11])([F:10])[C:3]1[CH:4]=[CH:5][C:6]([NH2:9])=[N:7][CH:8]=1.[C:12]([O:16][C:17]([N:19]1[CH2:24][CH2:23][N:22]([CH2:25][C:26](O)=[O:27])[C:21](=[O:29])[CH2:20]1)=[O:18])([CH3:15])([CH3:14])[CH3:13].CN(C(ON1N=NC2C=CC=NC1=2)=[N+](C)C)C.F[P-](F)(F)(F)(F)F.C(N(CC)CC)C, predict the reaction product. The product is: [O:29]=[C:21]1[N:22]([CH2:25][C:26](=[O:27])[NH:9][C:6]2[CH:5]=[CH:4][C:3]([C:2]([F:1])([F:10])[F:11])=[CH:8][N:7]=2)[CH2:23][CH2:24][N:19]([C:17]([O:16][C:12]([CH3:15])([CH3:14])[CH3:13])=[O:18])[CH2:20]1. (4) Given the reactants [CH2:1]([O:8][C:9]([CH2:11][N:12]1[C:21](=[O:22])[C:20]2[N:19]([CH2:23][C:24]#[C:25][CH3:26])[C:18]([N:27]3[CH2:32][CH2:31][CH2:30][C@@H:29]([NH:33]C(OC(C)(C)C)=O)[CH2:28]3)=[N:17][C:16]=2[N:15]([CH3:41])[C:13]1=[O:14])=[O:10])[C:2]1[CH:7]=[CH:6][CH:5]=[CH:4][CH:3]=1.FC(F)(F)C(O)=O.[OH-].[Na+], predict the reaction product. The product is: [CH2:1]([O:8][C:9]([CH2:11][N:12]1[C:21](=[O:22])[C:20]2[N:19]([CH2:23][C:24]#[C:25][CH3:26])[C:18]([N:27]3[CH2:32][CH2:31][CH2:30][C@@H:29]([NH2:33])[CH2:28]3)=[N:17][C:16]=2[N:15]([CH3:41])[C:13]1=[O:14])=[O:10])[C:2]1[CH:3]=[CH:4][CH:5]=[CH:6][CH:7]=1. (5) Given the reactants [NH2:1][C@@H:2]([CH:45]1[CH2:50][CH2:49][CH2:48][CH2:47][CH2:46]1)[C:3]([NH:5][C@@H:6]([C:41]([CH3:44])([CH3:43])[CH3:42])[C:7]([N:9]1[C@H:20]([C:21]([NH:23][C@:24]2([C:29](=[O:40])[NH:30][S:31]([C:34]3([CH2:37][CH2:38][CH3:39])[CH2:36][CH2:35]3)(=[O:33])=[O:32])[CH2:26][C@H:25]2[CH:27]=[CH2:28])=[O:22])[CH2:19][C@:11]2([C:16]([CH3:18])([CH3:17])[C:12]32[CH2:15][CH2:14][CH2:13]3)[CH2:10]1)=[O:8])=[O:4].[CH2:51]([N:53]1[CH2:57][CH2:56][CH2:55][C@H:54]1[C:58](O)=[O:59])[CH3:52].CN(C(ON1N=NC2C=CC=NC1=2)=[N+](C)C)C.F[P-](F)(F)(F)(F)F.CCN(C(C)C)C(C)C, predict the reaction product. The product is: [CH:45]1([C@H:2]([NH:1][C:58]([C@@H:54]2[CH2:55][CH2:56][CH2:57][N:53]2[CH2:51][CH3:52])=[O:59])[C:3]([NH:5][C@@H:6]([C:41]([CH3:42])([CH3:44])[CH3:43])[C:7]([N:9]2[C@H:20]([C:21]([NH:23][C@:24]3([C:29](=[O:40])[NH:30][S:31]([C:34]4([CH2:37][CH2:38][CH3:39])[CH2:36][CH2:35]4)(=[O:32])=[O:33])[CH2:26][C@H:25]3[CH:27]=[CH2:28])=[O:22])[CH2:19][C@:11]3([C:16]([CH3:18])([CH3:17])[C:12]43[CH2:13][CH2:14][CH2:15]4)[CH2:10]2)=[O:8])=[O:4])[CH2:50][CH2:49][CH2:48][CH2:47][CH2:46]1. (6) Given the reactants [NH2:1][O:2][CH3:3].Cl.CC(O[Na])=O.[CH3:10][NH:11][C:12]1([C:19]2[CH:20]=[CH:21][CH:22]=[CH:23][C:24]=2[Cl:25])[C:17](=O)[CH2:16][CH2:15][CH2:14][CH2:13]1, predict the reaction product. The product is: [CH3:3][O:2][N:1]=[C:13]1[CH2:14][CH2:15][CH2:16][CH2:17][C:12]1([C:19]1[CH:20]=[CH:21][CH:22]=[CH:23][C:24]=1[Cl:25])[NH:11][CH3:10].